Dataset: Full USPTO retrosynthesis dataset with 1.9M reactions from patents (1976-2016). Task: Predict the reactants needed to synthesize the given product. Given the product [CH:21]1[C:22]2[C:17](=[C:16]([NH:15][C:13]3[CH:12]=[N:11][CH:10]=[C:9]([NH2:8])[CH:14]=3)[CH:25]=[CH:24][CH:23]=2)[CH:18]=[CH:19][N:20]=1, predict the reactants needed to synthesize it. The reactants are: C1(C(C2C=CC=CC=2)=[N:8][C:9]2[CH:10]=[N:11][CH:12]=[C:13]([NH:15][C:16]3[CH:25]=[CH:24][CH:23]=[C:22]4[C:17]=3[CH:18]=[CH:19][N:20]=[CH:21]4)[CH:14]=2)C=CC=CC=1.